Dataset: NCI-60 drug combinations with 297,098 pairs across 59 cell lines. Task: Regression. Given two drug SMILES strings and cell line genomic features, predict the synergy score measuring deviation from expected non-interaction effect. (1) Drug 1: CCC1=CC2CC(C3=C(CN(C2)C1)C4=CC=CC=C4N3)(C5=C(C=C6C(=C5)C78CCN9C7C(C=CC9)(C(C(C8N6C)(C(=O)OC)O)OC(=O)C)CC)OC)C(=O)OC.C(C(C(=O)O)O)(C(=O)O)O. Drug 2: CC1CCC2CC(C(=CC=CC=CC(CC(C(=O)C(C(C(=CC(C(=O)CC(OC(=O)C3CCCCN3C(=O)C(=O)C1(O2)O)C(C)CC4CCC(C(C4)OC)O)C)C)O)OC)C)C)C)OC. Cell line: SK-OV-3. Synergy scores: CSS=52.9, Synergy_ZIP=-1.48, Synergy_Bliss=-1.72, Synergy_Loewe=2.80, Synergy_HSA=4.00. (2) Drug 1: CCC(=C(C1=CC=CC=C1)C2=CC=C(C=C2)OCCN(C)C)C3=CC=CC=C3.C(C(=O)O)C(CC(=O)O)(C(=O)O)O. Drug 2: C1CC(C1)(C(=O)O)C(=O)O.[NH2-].[NH2-].[Pt+2]. Cell line: A549. Synergy scores: CSS=28.0, Synergy_ZIP=-5.57, Synergy_Bliss=-3.57, Synergy_Loewe=-5.01, Synergy_HSA=-3.09. (3) Drug 1: C1=NC(=NC(=O)N1C2C(C(C(O2)CO)O)O)N. Drug 2: CCN(CC)CCCC(C)NC1=C2C=C(C=CC2=NC3=C1C=CC(=C3)Cl)OC. Cell line: RPMI-8226. Synergy scores: CSS=79.2, Synergy_ZIP=-0.567, Synergy_Bliss=0.460, Synergy_Loewe=-11.1, Synergy_HSA=3.86.